The task is: Predict which catalyst facilitates the given reaction.. This data is from Catalyst prediction with 721,799 reactions and 888 catalyst types from USPTO. (1) Reactant: [Br:1][C:2]1[CH:3]=[C:4]([CH:9]=[CH:10][CH:11]=1)[C:5](=[O:8])[CH2:6]Br.C(N(CC)C(C)C)(C)C.[CH2:21]([NH:24][CH2:25][C:26]1[CH:31]=[CH:30][C:29]([O:32][CH3:33])=[CH:28][C:27]=1[O:34][CH3:35])[CH:22]=[CH2:23].C(=O)(O)[O-].[Na+].[Cl-].[Na+]. Product: [CH2:21]([N:24]([CH2:25][C:26]1[CH:31]=[CH:30][C:29]([O:32][CH3:33])=[CH:28][C:27]=1[O:34][CH3:35])[CH2:6][C:5]([C:4]1[CH:9]=[CH:10][CH:11]=[C:2]([Br:1])[CH:3]=1)=[O:8])[CH:22]=[CH2:23]. The catalyst class is: 526. (2) Reactant: O=C1C2C(=CC=CC=2)C(=O)[N:3]1[CH2:12][C@@H:13]([NH:25][C:26]([C:28]1[CH:32]=[C:31]([C:33]2[N:37]([CH3:38])[N:36]=[CH:35][CH:34]=2)[O:30][CH:29]=1)=[O:27])[CH2:14][C:15]1[CH:20]=[CH:19][CH:18]=[CH:17][C:16]=1[C:21]([F:24])([F:23])[F:22].CO.NN. Product: [NH2:3][CH2:12][C@@H:13]([NH:25][C:26]([C:28]1[CH:32]=[C:31]([C:33]2[N:37]([CH3:38])[N:36]=[CH:35][CH:34]=2)[O:30][CH:29]=1)=[O:27])[CH2:14][C:15]1[CH:20]=[CH:19][CH:18]=[CH:17][C:16]=1[C:21]([F:24])([F:23])[F:22]. The catalyst class is: 1. (3) Reactant: [NH2:1][CH2:2][CH:3]([OH:6])[CH2:4][NH2:5].[C:7](Cl)(=[O:21])[CH2:8][CH2:9][CH2:10][CH2:11][CH2:12][CH2:13][CH2:14][CH2:15][CH2:16][CH2:17][CH2:18][CH2:19][CH3:20]. Product: [C:7]([NH:1][CH2:2][CH:3]([OH:6])[CH2:4][NH:5][C:7](=[O:21])[CH2:8][CH2:9][CH2:10][CH2:11][CH2:12][CH2:13][CH2:14][CH2:15][CH2:16][CH2:17][CH2:18][CH2:19][CH3:20])(=[O:21])[CH2:8][CH2:9][CH2:10][CH2:11][CH2:12][CH2:13][CH2:14][CH2:15][CH2:16][CH2:17][CH2:18][CH2:19][CH3:20]. The catalyst class is: 1.